This data is from Catalyst prediction with 721,799 reactions and 888 catalyst types from USPTO. The task is: Predict which catalyst facilitates the given reaction. (1) The catalyst class is: 3. Product: [O:1]1[C:5]2[CH:6]=[CH:7][C:8]([S:10][C:11]3[N:12]([CH2:21][CH2:22][CH2:23][CH3:24])[C:13]4[N:14]=[CH:15][N:16]([C:36]5[CH:37]=[CH:32][C:33]([N+:41]([O-:43])=[O:42])=[CH:34][C:35]=5[N+:38]([O-:40])=[O:39])[C:17](=[O:20])[C:18]=4[N:19]=3)=[CH:9][C:4]=2[O:3][CH2:2]1. Reactant: [O:1]1[C:5]2[CH:6]=[CH:7][C:8]([S:10][C:11]3[N:12]([CH2:21][CH2:22][CH2:23][CH3:24])[C:13]4[N:14]=[CH:15][NH:16][C:17](=[O:20])[C:18]=4[N:19]=3)=[CH:9][C:4]=2[O:3][CH2:2]1.C([O-])([O-])=O.[K+].[K+].Cl[C:32]1[CH:37]=[CH:36][C:35]([N+:38]([O-:40])=[O:39])=[CH:34][C:33]=1[N+:41]([O-:43])=[O:42]. (2) Reactant: [CH3:1][O:2][C:3](=[O:14])[C:4]1[CH:9]=[CH:8][C:7]([N+:10]([O-:12])=[O:11])=[CH:6][C:5]=1[CH3:13].[Br:15]N1C(=O)CCC1=O.N(C(C)(C)C#N)=NC(C)(C)C#N.C1(=O)NC(=O)CC1. Product: [CH3:1][O:2][C:3](=[O:14])[C:4]1[CH:9]=[CH:8][C:7]([N+:10]([O-:12])=[O:11])=[CH:6][C:5]=1[CH2:13][Br:15]. The catalyst class is: 53. (3) Reactant: [C:1]([C:3](=[CH:7][C:8]1[CH:13]=[CH:12][CH:11]=[CH:10][C:9]=1[F:14])[C:4]([OH:6])=[O:5])#[N:2].O[N:16]1[C:20](=[O:21])[CH2:19][CH2:18][C:17]1=[O:22].CCN=C=NCCCN(C)C.Cl. Product: [C:1]([C:3](=[CH:7][C:8]1[CH:13]=[CH:12][CH:11]=[CH:10][C:9]=1[F:14])[C:4]([O:6][N:16]1[C:20](=[O:21])[CH2:19][CH2:18][C:17]1=[O:22])=[O:5])#[N:2]. The catalyst class is: 2. (4) Reactant: [NH2:1][CH:2]([CH2:6][C:7]1[CH:12]=[CH:11][C:10]([Cl:13])=[CH:9][C:8]=1[CH3:14])[C:3]([OH:5])=[O:4].O1CCOCC1.[OH-].[Na+].[CH3:23][C:24]([O:27][C:28](O[C:28]([O:27][C:24]([CH3:26])([CH3:25])[CH3:23])=[O:29])=[O:29])([CH3:26])[CH3:25]. Product: [C:24]([O:27][C:28]([NH:1][CH:2]([CH2:6][C:7]1[CH:12]=[CH:11][C:10]([Cl:13])=[CH:9][C:8]=1[CH3:14])[C:3]([OH:5])=[O:4])=[O:29])([CH3:26])([CH3:25])[CH3:23]. The catalyst class is: 6. (5) The catalyst class is: 2. Reactant: [CH2:1]([O:8][C:9]([N:11]1[CH2:15][C@@H:14]([O:16][CH3:17])[C@H:13](O)[CH2:12]1)=[O:10])[C:2]1[CH:7]=[CH:6][CH:5]=[CH:4][CH:3]=1.C(N(S(F)(F)[F:25])CC)C. Product: [CH2:1]([O:8][C:9]([N:11]1[CH2:15][C@H:14]([O:16][CH3:17])[C@H:13]([F:25])[CH2:12]1)=[O:10])[C:2]1[CH:7]=[CH:6][CH:5]=[CH:4][CH:3]=1. (6) Reactant: [CH3:1][O:2][C:3]1[N:8]=[C:7]([N:9]2[C:13]3=[N:14][CH:15]=[N:16][C:17]([NH:18]/[N:19]=[CH:20]/[C:21]4[CH:29]=[CH:28][C:24]([C:25](O)=[O:26])=[CH:23][CH:22]=4)=[C:12]3[CH:11]=[N:10]2)[CH:6]=[CH:5][CH:4]=1.[N:30]1([CH2:35][CH2:36][CH2:37][NH2:38])[CH2:34][CH2:33][CH2:32][CH2:31]1.C(OP(C#N)(=O)OCC)C.C(N(CC)CC)C.[Na+].[Cl-]. Product: [CH3:1][O:2][C:3]1[N:8]=[C:7]([N:9]2[C:13]3=[N:14][CH:15]=[N:16][C:17]([NH:18]/[N:19]=[CH:20]/[C:21]4[CH:29]=[CH:28][C:24]([C:25]([NH:38][CH2:37][CH2:36][CH2:35][N:30]5[CH2:34][CH2:33][CH2:32][CH2:31]5)=[O:26])=[CH:23][CH:22]=4)=[C:12]3[CH:11]=[N:10]2)[CH:6]=[CH:5][CH:4]=1. The catalyst class is: 3.